This data is from Full USPTO retrosynthesis dataset with 1.9M reactions from patents (1976-2016). The task is: Predict the reactants needed to synthesize the given product. (1) Given the product [OH:35][CH2:9][CH:10]([NH:13][C:14]([C:16]1[S:17][CH:18]=[CH:19][C:20]=1[NH:21][C:22]1[CH:27]=[CH:26][N:25]=[C:24]2[NH:28][CH:29]=[CH:30][C:23]=12)=[O:15])[CH3:11], predict the reactants needed to synthesize it. The reactants are: C(OC(N1C[CH2:11][CH:10]([NH:13][C:14]([C:16]2[S:17][CH:18]=[CH:19][C:20]=2[NH:21][C:22]2[CH:27]=[CH:26][N:25]=[C:24]3[NH:28][CH:29]=[CH:30][C:23]=23)=[O:15])[CH2:9]1)=O)(C)(C)C.NCC([OH:35])C. (2) Given the product [Cl:1][C:2]1[CH:3]=[CH:4][C:5]2[N:11]3[C:12]([CH2:15][OH:16])=[CH:13][CH:14]=[C:10]3[C@@H:9]([CH2:17][CH2:18][C:19]([OH:21])=[O:20])[O:8][C@H:7]([C:23]3[CH:28]=[CH:27][CH:26]=[C:25]([O:29][CH3:30])[C:24]=3[O:31][CH3:32])[C:6]=2[CH:33]=1, predict the reactants needed to synthesize it. The reactants are: [Cl:1][C:2]1[CH:3]=[CH:4][C:5]2[N:11]3[C:12]([CH2:15][OH:16])=[CH:13][CH:14]=[C:10]3[C@@H:9]([CH2:17][CH2:18][C:19]([O:21]C)=[O:20])[O:8][C@H:7]([C:23]3[CH:28]=[CH:27][CH:26]=[C:25]([O:29][CH3:30])[C:24]=3[O:31][CH3:32])[C:6]=2[CH:33]=1. (3) Given the product [Cl:1][C:2]1[CH:3]=[CH:4][C:5]([O:29][CH:30]([F:31])[F:32])=[C:6]([C:8]2[C:12]([NH:13][C:14]([C:16]3[CH:17]=[N:18][N:19]4[CH:24]=[CH:23][CH:22]=[N:21][C:20]=34)=[O:15])=[CH:11][N:10]([CH2:25][C:26]([N:64]3[CH2:71][C@@H:70]4[C@@H:66]([CH2:67][NH:68][CH2:69]4)[CH2:65]3)=[O:27])[N:9]=2)[CH:7]=1, predict the reactants needed to synthesize it. The reactants are: [Cl:1][C:2]1[CH:3]=[CH:4][C:5]([O:29][CH:30]([F:32])[F:31])=[C:6]([C:8]2[C:12]([NH:13][C:14]([C:16]3[CH:17]=[N:18][N:19]4[CH:24]=[CH:23][CH:22]=[N:21][C:20]=34)=[O:15])=[CH:11][N:10]([CH2:25][C:26](O)=[O:27])[N:9]=2)[CH:7]=1.CN(C(ON1N=NC2C=CC=NC1=2)=[N+](C)C)C.F[P-](F)(F)(F)(F)F.C(OC([N:64]1[CH2:71][C@@H:70]2[C@@H:66]([CH2:67][NH:68][CH2:69]2)[CH2:65]1)=O)(C)(C)C.CCN(C(C)C)C(C)C. (4) Given the product [CH3:1][N:2]1[C@@H:19]2[CH2:20][C:7]3[CH:8]=[CH:9][C:10]([O:21][CH3:22])=[C:11]4[O:12][C@H:13]5[C:14]([CH2:16][CH2:17][C@@H:18]2[C@:5]5([C:6]=34)[CH2:4][CH2:3]1)=[O:15], predict the reactants needed to synthesize it. The reactants are: [CH3:1][N:2]1[C@@H:19]2[CH2:20][C:7]3[CH:8]=[CH:9][C:10]([O:21][CH3:22])=[C:11]4[O:12][C@H:13]5[C:14]([CH2:16][CH2:17][C@@H:18]2[C@:5]5([C:6]=34)[CH2:4][CH2:3]1)=[O:15].C(O)(C(O)=O)C(O)C(O)=O. (5) The reactants are: [Si:1]([O:8][CH:9]1[CH2:12][CH:11]([CH:13]=O)[CH2:10]1)([C:4]([CH3:7])([CH3:6])[CH3:5])([CH3:3])[CH3:2].[N+](=[C:17](P(=O)(OC)OC)C(=O)C)=[N-].C([O-])([O-])=O.[K+].[K+]. Given the product [C:4]([Si:1]([O:8][CH:9]1[CH2:12][CH:11]([C:13]#[CH:17])[CH2:10]1)([CH3:3])[CH3:2])([CH3:7])([CH3:6])[CH3:5], predict the reactants needed to synthesize it.